This data is from Reaction yield outcomes from USPTO patents with 853,638 reactions. The task is: Predict the reaction yield, written as a fraction of the theoretical maximum amount of product (1.0 means a 100% yield; for example, 0.34 means a 34% yield). (1) The reactants are [C:1]([O:5][C:6]([N:8]1[CH2:14][CH2:13][C:12]2[C:15]([SH:20])=[C:16]([Cl:19])[CH:17]=[CH:18][C:11]=2[CH2:10][CH2:9]1)=[O:7])([CH3:4])([CH3:3])[CH3:2].C(N(CC)CC)C.FC(F)(F)S(O[CH2:34][C:35]([F:43])([F:42])[C:36]1[CH:41]=[CH:40][CH:39]=[CH:38][CH:37]=1)(=O)=O.O. The catalyst is CS(C)=O. The product is [C:1]([O:5][C:6]([N:8]1[CH2:14][CH2:13][C:12]2[C:15]([S:20][CH2:34][C:35]([F:43])([F:42])[C:36]3[CH:41]=[CH:40][CH:39]=[CH:38][CH:37]=3)=[C:16]([Cl:19])[CH:17]=[CH:18][C:11]=2[CH2:10][CH2:9]1)=[O:7])([CH3:4])([CH3:2])[CH3:3]. The yield is 0.560. (2) The reactants are [CH2:1]([C:3]1[CH:4]=[C:5]2[C:9](=[CH:10][CH:11]=1)[N:8](S(C1C=CC=CC=1)(=O)=O)[CH2:7][CH2:6]2)[CH3:2].[OH-].[Na+]. The catalyst is Br. The product is [CH2:1]([C:3]1[CH:4]=[C:5]2[C:9](=[CH:10][CH:11]=1)[NH:8][CH2:7][CH2:6]2)[CH3:2]. The yield is 0.320. (3) The reactants are C([O:8][CH2:9][CH2:10][C@@H:11]1[C@H:17]([N:18](CC2C=CC=CC=2)CC2C=CC=CC=2)[C:16](=[O:33])[NH:15][C:14]2[CH:34]=[C:35]([F:38])[CH:36]=[CH:37][C:13]=2[O:12]1)C1C=CC=CC=1. The catalyst is CO.[Pd]. The product is [NH2:18][C@@H:17]1[C:16](=[O:33])[NH:15][C:14]2[CH:34]=[C:35]([F:38])[CH:36]=[CH:37][C:13]=2[O:12][C@@H:11]1[CH2:10][CH2:9][OH:8]. The yield is 0.960. (4) The reactants are [N:1]([CH2:4][C:5]1[NH:14][C:13](=O)[C:12]2[CH2:11][C:10]([CH3:17])([CH3:16])[CH2:9][CH2:8][C:7]=2[N:6]=1)=[N+:2]=[N-:3].P(Cl)(Cl)([Cl:20])=O. The catalyst is C(Cl)(Cl)Cl. The product is [N:1]([CH2:4][C:5]1[N:14]=[C:13]([Cl:20])[C:12]2[CH2:11][C:10]([CH3:17])([CH3:16])[CH2:9][CH2:8][C:7]=2[N:6]=1)=[N+:2]=[N-:3]. The yield is 0.830. (5) The reactants are [Br:1][C:2]1[C:3](=[O:9])[NH:4][N:5]=[C:6]([Cl:8])[CH:7]=1.[H-].[Na+].[CH3:12][Si:13]([CH3:20])([CH3:19])[CH2:14][CH2:15][O:16][CH2:17]Cl. The catalyst is CN(C=O)C. The product is [Br:1][C:2]1[C:3](=[O:9])[N:4]([CH2:17][O:16][CH2:15][CH2:14][Si:13]([CH3:20])([CH3:19])[CH3:12])[N:5]=[C:6]([Cl:8])[CH:7]=1. The yield is 0.560. (6) The reactants are [H-].[Na+].[NH:3]1[CH2:7][CH2:6][C@H:5]([CH2:8][OH:9])[CH2:4]1.[Cl:10][C:11]1[CH:12]=[C:13]([NH:25][C:26]2[C:35]3[C:30](=[CH:31][CH:32]=[CH:33][C:34]=3F)[N:29]=[CH:28][N:27]=2)[CH:14]=[CH:15][C:16]=1[O:17][CH2:18][C:19]1[CH:24]=[CH:23][CH:22]=[CH:21][N:20]=1. The catalyst is CC(N(C)C)=O. The product is [Cl:10][C:11]1[CH:12]=[C:13]([NH:25][C:26]2[C:35]3[C:30](=[CH:31][CH:32]=[CH:33][C:34]=3[O:9][CH2:8][C@H:5]3[CH2:6][CH2:7][NH:3][CH2:4]3)[N:29]=[CH:28][N:27]=2)[CH:14]=[CH:15][C:16]=1[O:17][CH2:18][C:19]1[CH:24]=[CH:23][CH:22]=[CH:21][N:20]=1. The yield is 1.00. (7) The reactants are C([Si](C)(C)[O:6][CH:7]([C:32]([CH3:35])([CH3:34])[CH3:33])[CH2:8][O:9][C:10]1[CH:15]=[CH:14][C:13]([C:16]([C:21]2[S:25][C:24]([S:26]([NH2:29])(=[O:28])=[O:27])=[C:23]([CH3:30])[CH:22]=2)([CH2:19][CH3:20])[CH2:17][CH3:18])=[CH:12][C:11]=1[CH3:31])(C)(C)C.[C:38](O)(=[O:41])[CH2:39][CH3:40]. No catalyst specified. The product is [C:38]([NH:29][S:26]([C:24]1[S:25][C:21]([C:16]([CH2:19][CH3:20])([C:13]2[CH:14]=[CH:15][C:10]([O:9][CH2:8][CH:7]([OH:6])[C:32]([CH3:35])([CH3:34])[CH3:33])=[C:11]([CH3:31])[CH:12]=2)[CH2:17][CH3:18])=[CH:22][C:23]=1[CH3:30])(=[O:28])=[O:27])(=[O:41])[CH2:39][CH3:40]. The yield is 0.660.